This data is from Reaction yield outcomes from USPTO patents with 853,638 reactions. The task is: Predict the reaction yield, written as a fraction of the theoretical maximum amount of product (1.0 means a 100% yield; for example, 0.34 means a 34% yield). (1) The product is [C:1]([C:5]1[CH:10]=[C:9]([C:20]2[CH:21]=[CH:22][CH:23]=[CH:24][C:19]=2[O:18][CH2:16][CH3:17])[C:8]([N+:12]([O-:14])=[O:13])=[CH:7][C:6]=1[OH:15])([CH3:4])([CH3:3])[CH3:2]. The yield is 0.920. The catalyst is CN(C=O)C.C1C=CC([P]([Pd]([P](C2C=CC=CC=2)(C2C=CC=CC=2)C2C=CC=CC=2)([P](C2C=CC=CC=2)(C2C=CC=CC=2)C2C=CC=CC=2)[P](C2C=CC=CC=2)(C2C=CC=CC=2)C2C=CC=CC=2)(C2C=CC=CC=2)C2C=CC=CC=2)=CC=1. The reactants are [C:1]([C:5]1[CH:10]=[C:9](Br)[C:8]([N+:12]([O-:14])=[O:13])=[CH:7][C:6]=1[OH:15])([CH3:4])([CH3:3])[CH3:2].[CH2:16]([O:18][C:19]1[CH:24]=[CH:23][CH:22]=[CH:21][C:20]=1B(O)O)[CH3:17].C(=O)([O-])[O-].[K+].[K+].O. (2) The reactants are [C:1]([O:5][C:6]([N:8]1[C:12]2=[N:13][CH:14]=[C:15]([O:17][CH2:18][C:19]3[CH:24]=[CH:23][CH:22]=[CH:21][CH:20]=3)[CH:16]=[C:11]2[CH:10]=[C:9]1[C:25]([OH:27])=[O:26])=[O:7])([CH3:4])([CH3:3])[CH3:2].[H-].[Na+].[CH3:30]I. The catalyst is CN(C)C=O. The product is [CH3:30][O:26][C:25]([C:9]1[N:8]([C:6]([O:5][C:1]([CH3:4])([CH3:2])[CH3:3])=[O:7])[C:12]2=[N:13][CH:14]=[C:15]([O:17][CH2:18][C:19]3[CH:20]=[CH:21][CH:22]=[CH:23][CH:24]=3)[CH:16]=[C:11]2[CH:10]=1)=[O:27]. The yield is 0.930. (3) The reactants are [CH3:1][O:2][C:3]1[C:8]2[N:9]=[C:10]([NH:12][C:13]([C:15]3[S:16][C:17]([CH3:20])=[CH:18][CH:19]=3)=[O:14])[S:11][C:7]=2[C:6]([N:21]2[CH2:26][CH2:25][NH:24][CH2:23][CH2:22]2)=[CH:5][CH:4]=1.[CH:27](O)=O.C=O. The catalyst is CO. The product is [CH3:1][O:2][C:3]1[C:8]2[N:9]=[C:10]([NH:12][C:13]([C:15]3[S:16][C:17]([CH3:20])=[CH:18][CH:19]=3)=[O:14])[S:11][C:7]=2[C:6]([N:21]2[CH2:22][CH2:23][N:24]([CH3:27])[CH2:25][CH2:26]2)=[CH:5][CH:4]=1. The yield is 0.340. (4) The product is [N:1]([CH:4]([CH2:8][CH2:9][CH3:10])[C:5]([OH:7])=[O:6])=[N+:2]=[N-:3]. The reactants are [N:1]([CH:4]([CH2:8][CH2:9][C:10](O)=O)[C:5]([OH:7])=[O:6])=[N+:2]=[N-:3].ON1C(=O)CCC1=O.C1(N=C=NC2CCCCC2)CCCCC1.N[C@H](C(O)=O)CCC(O)=O.[N-]=[N+]=[N-].C([O-])([O-])=O.[K+].[K+]. The yield is 0.880. The catalyst is C(Cl)Cl.CO.O. (5) The reactants are CS(O[CH:6]1[CH2:11][CH2:10][N:9]([C:12]([O:14][CH2:15][C:16]2[CH:21]=[CH:20][C:19]([N+:22]([O-:24])=[O:23])=[CH:18][CH:17]=2)=[O:13])[CH2:8][CH2:7]1)(=O)=O.[N-:25]=[N+:26]=[N-:27].[Na+]. The catalyst is CN(C)C=O. The product is [N:25]([CH:6]1[CH2:11][CH2:10][N:9]([C:12]([O:14][CH2:15][C:16]2[CH:21]=[CH:20][C:19]([N+:22]([O-:24])=[O:23])=[CH:18][CH:17]=2)=[O:13])[CH2:8][CH2:7]1)=[N+:26]=[N-:27]. The yield is 1.00. (6) The reactants are [F:1][C:2]1[CH:7]=[CH:6][C:5]([CH2:8][C:9]([OH:11])=O)=[CH:4][CH:3]=1.ON1C2C=CC=CC=2N=N1.C1(N=C=NC2CCCCC2)CCCCC1.Cl.[NH2:38][CH:39]([C:45]([O:47][CH2:48][CH3:49])=[O:46])[C:40]([O:42][CH2:43][CH3:44])=[O:41].N1C=CC=CC=1. The catalyst is ClCCl.CN(C=O)C. The product is [F:1][C:2]1[CH:3]=[CH:4][C:5]([CH2:8][C:9]([NH:38][CH:39]([C:40]([O:42][CH2:43][CH3:44])=[O:41])[C:45]([O:47][CH2:48][CH3:49])=[O:46])=[O:11])=[CH:6][CH:7]=1. The yield is 0.930. (7) The reactants are [F:1][C:2]1[CH:3]=[N:4][CH:5]=[CH:6][C:7]=1[C:8]1[N:9]=[C:10]([NH2:21])[C:11]([NH2:20])=[N:12][C:13]=1[C:14]1[CH:15]=[N:16][CH:17]=[CH:18][CH:19]=1.[C:22](N1C=CN=C1)(N1C=CN=C1)=[S:23].[CH2:34](N(CC)CC)C. The catalyst is O1CCCC1. The product is [F:1][C:2]1[CH:3]=[N:4][CH:5]=[CH:6][C:7]=1[C:8]1[N:9]=[C:10]2[N:21]=[C:34]([S:23][CH3:22])[NH:20][C:11]2=[N:12][C:13]=1[C:14]1[CH:15]=[N:16][CH:17]=[CH:18][CH:19]=1. The yield is 0.530.